This data is from Catalyst prediction with 721,799 reactions and 888 catalyst types from USPTO. The task is: Predict which catalyst facilitates the given reaction. (1) Reactant: [Cl:1][C:2]1[C:3]([O:30][C@H:31]2[CH2:36][CH2:35][C@H:34]([OH:37])[CH2:33][C@@H:32]2[C:38]2[N:42]([CH3:43])[N:41]=[CH:40][CH:39]=2)=[CH:4][C:5]([F:29])=[C:6]([S:8]([N:11](CC2C=CC(OC)=CC=2OC)[C:12]2[CH:17]=[CH:16][N:15]=[CH:14][N:13]=2)(=[O:10])=[O:9])[CH:7]=1.C([SiH](CC)CC)C.FC(F)(F)C(O)=O. Product: [Cl:1][C:2]1[C:3]([O:30][C@H:31]2[CH2:36][CH2:35][C@H:34]([OH:37])[CH2:33][C@@H:32]2[C:38]2[N:42]([CH3:43])[N:41]=[CH:40][CH:39]=2)=[CH:4][C:5]([F:29])=[C:6]([S:8]([NH:11][C:12]2[CH:17]=[CH:16][N:15]=[CH:14][N:13]=2)(=[O:10])=[O:9])[CH:7]=1. The catalyst class is: 4. (2) Reactant: [O:1]1[CH2:4][C:3](=[C:5]([CH3:11])[C:6]([O:8][CH2:9][CH3:10])=[O:7])[CH2:2]1. Product: [O:1]1[CH2:2][CH:3]([CH:5]([CH3:11])[C:6]([O:8][CH2:9][CH3:10])=[O:7])[CH2:4]1. The catalyst class is: 50. (3) Reactant: [F:1][C:2]1[CH:18]=[CH:17][CH:16]=[C:15]([F:19])[C:3]=1[C:4]([NH:6][C:7]1[C:8]([C:12](O)=O)=[N:9][NH:10][CH:11]=1)=[O:5].[NH2:20][C:21]1[C:22](=[O:28])[NH:23][CH:24]=[CH:25][C:26]=1[NH2:27].C(Cl)CCl.C1C=CC2N(O)N=NC=2C=1. Product: [F:1][C:2]1[CH:18]=[CH:17][CH:16]=[C:15]([F:19])[C:3]=1[C:4]([NH:6][C:7]1[C:8]([C:12]2[NH:20][C:21]3[C:22](=[O:28])[NH:23][CH:24]=[CH:25][C:26]=3[N:27]=2)=[N:9][NH:10][CH:11]=1)=[O:5]. The catalyst class is: 3. (4) Reactant: [Br:1][C:2]1[CH:3]=[C:4]([CH:12]2[C:21]3[C:16](=[CH:17][C:18]([N:22]([CH3:24])[CH3:23])=[CH:19][CH:20]=3)[O:15][CH:14]([OH:25])[CH2:13]2)[CH:5]=[C:6]([O:10][CH3:11])[C:7]=1[O:8][CH3:9].CN(C1C=CC=CN=1)C.N1C=CC=CC=1.[C:41](OC(=O)C)(=[O:43])[CH3:42]. Product: [C:41]([O:25][CH:14]1[CH2:13][CH:12]([C:4]2[CH:5]=[C:6]([O:10][CH3:11])[C:7]([O:8][CH3:9])=[C:2]([Br:1])[CH:3]=2)[C:21]2[C:16](=[CH:17][C:18]([N:22]([CH3:23])[CH3:24])=[CH:19][CH:20]=2)[O:15]1)(=[O:43])[CH3:42]. The catalyst class is: 4. (5) Reactant: [CH2:1]([N:8]1[CH2:13][CH2:12][CH2:11][CH2:10][CH:9]1[CH2:14][NH:15][C:16]1[CH:21]=[C:20]([CH3:22])[C:19]([CH3:23])=[CH:18][C:17]=1[N+:24]([O-])=O)[C:2]1[CH:7]=[CH:6][CH:5]=[CH:4][CH:3]=1.[BH4-].[Na+]. Product: [CH2:1]([N:8]1[CH2:13][CH2:12][CH2:11][CH2:10][CH:9]1[CH2:14][NH:15][C:16]1[C:17]([NH2:24])=[CH:18][C:19]([CH3:23])=[C:20]([CH3:22])[CH:21]=1)[C:2]1[CH:7]=[CH:6][CH:5]=[CH:4][CH:3]=1. The catalyst class is: 19. (6) Reactant: [CH3:1][C:2]1O[C:4](=[O:15])[C:5]2[C:11]([N+:12]([O-:14])=[O:13])=[CH:10][CH:9]=[CH:8][C:6]=2[N:7]=1.Br.[NH2:17][C@@:18]1([CH3:26])[CH2:23][CH2:22][C:21](=[O:24])[NH:20][C:19]1=[O:25].N1C=CN=C1.C1(OP(OC2C=CC=CC=2)OC2C=CC=CC=2)C=CC=CC=1. Product: [CH3:26][C@:18]1([N:17]2[C:4](=[O:15])[C:5]3[C:6](=[CH:8][CH:9]=[CH:10][C:11]=3[N+:12]([O-:14])=[O:13])[N:7]=[C:2]2[CH3:1])[CH2:23][CH2:22][C:21](=[O:24])[NH:20][C:19]1=[O:25]. The catalyst class is: 3. (7) Reactant: [C-:1]#[N:2].[Na+].O.Cl[CH2:6][C:7]1[CH:12]=[CH:11][C:10]([CH2:13][CH2:14][C:15]2[N:16]=[C:17]([NH:20][C:21](=[O:23])[CH3:22])[S:18][CH:19]=2)=[CH:9][CH:8]=1. Product: [C:1]([CH2:6][C:7]1[CH:12]=[CH:11][C:10]([CH2:13][CH2:14][C:15]2[N:16]=[C:17]([NH:20][C:21](=[O:23])[CH3:22])[S:18][CH:19]=2)=[CH:9][CH:8]=1)#[N:2]. The catalyst class is: 3. (8) Reactant: [CH:1]1([CH2:4][O:5][C:6]2[CH:30]=[CH:29][C:9]3[N:10]=[C:11]([N:13]4[CH2:18][CH2:17][CH:16]([O:19][CH2:20][C:21](N5CCOCC5)=[O:22])[CH2:15][CH2:14]4)[O:12][C:8]=3[CH:7]=2)[CH2:3][CH2:2]1.[CH3:31][Mg]Cl.[Cl-].[NH4+]. Product: [CH:1]1([CH2:4][O:5][C:6]2[CH:30]=[CH:29][C:9]3[N:10]=[C:11]([N:13]4[CH2:14][CH2:15][CH:16]([O:19][CH2:20][C:21](=[O:22])[CH3:31])[CH2:17][CH2:18]4)[O:12][C:8]=3[CH:7]=2)[CH2:2][CH2:3]1. The catalyst class is: 1.